Dataset: Catalyst prediction with 721,799 reactions and 888 catalyst types from USPTO. Task: Predict which catalyst facilitates the given reaction. (1) Reactant: [C:1]([CH2:3][C@H:4]([NH:7][C:8](=[O:14])[O:9][C:10]([CH3:13])([CH3:12])[CH3:11])[CH2:5][OH:6])#[N:2].[H-].[Na+].[CH3:17]I.O. Product: [C:1]([CH2:3][C@H:4]([NH:7][C:8](=[O:14])[O:9][C:10]([CH3:11])([CH3:13])[CH3:12])[CH2:5][O:6][CH3:17])#[N:2]. The catalyst class is: 7. (2) Reactant: C([O:5][C:6](=[O:21])[CH2:7][CH2:8][C:9]1[CH:14]=[CH:13][C:12]([O:15][CH2:16][C:17]([O:19][CH3:20])=[O:18])=[CH:11][CH:10]=1)(C)(C)C.C(O)(C(F)(F)F)=O. Product: [CH3:20][O:19][C:17]([CH2:16][O:15][C:12]1[CH:13]=[CH:14][C:9]([CH2:8][CH2:7][C:6]([OH:21])=[O:5])=[CH:10][CH:11]=1)=[O:18]. The catalyst class is: 2.